Dataset: Merck oncology drug combination screen with 23,052 pairs across 39 cell lines. Task: Regression. Given two drug SMILES strings and cell line genomic features, predict the synergy score measuring deviation from expected non-interaction effect. (1) Drug 1: CN(C)C(=N)N=C(N)N. Drug 2: O=C(CCCCCCC(=O)Nc1ccccc1)NO. Cell line: SKOV3. Synergy scores: synergy=15.1. (2) Drug 1: CC(=O)OC1C(=O)C2(C)C(O)CC3OCC3(OC(C)=O)C2C(OC(=O)c2ccccc2)C2(O)CC(OC(=O)C(O)C(NC(=O)c3ccccc3)c3ccccc3)C(C)=C1C2(C)C. Drug 2: CS(=O)(=O)CCNCc1ccc(-c2ccc3ncnc(Nc4ccc(OCc5cccc(F)c5)c(Cl)c4)c3c2)o1. Cell line: NCIH1650. Synergy scores: synergy=10.9. (3) Drug 2: NC1CCCCC1N.O=C(O)C(=O)O.[Pt+2]. Drug 1: NC1(c2ccc(-c3nc4ccn5c(=O)[nH]nc5c4cc3-c3ccccc3)cc2)CCC1. Synergy scores: synergy=-10.7. Cell line: COLO320DM.